Dataset: Full USPTO retrosynthesis dataset with 1.9M reactions from patents (1976-2016). Task: Predict the reactants needed to synthesize the given product. (1) Given the product [ClH:35].[CH3:1][C:2]1[CH:7]=[C:6]([CH3:8])[CH:5]=[CH:4][C:3]=1[N:9]1[CH2:14][CH2:13][N:12]([C:15]([C:17]2[CH:18]=[CH:19][C:20]([N:23]3[CH2:27][CH:26]([CH2:28][N:29]4[CH2:30][CH2:31][CH2:32][CH2:33]4)[CH2:25][C:24]3=[O:34])=[CH:21][CH:22]=2)=[O:16])[CH2:11][CH2:10]1, predict the reactants needed to synthesize it. The reactants are: [CH3:1][C:2]1[CH:7]=[C:6]([CH3:8])[CH:5]=[CH:4][C:3]=1[N:9]1[CH2:14][CH2:13][N:12]([C:15]([C:17]2[CH:22]=[CH:21][C:20]([N:23]3[CH2:27][CH:26]([CH2:28][N:29]4[CH2:33][CH2:32][CH2:31][CH2:30]4)[CH2:25][C:24]3=[O:34])=[CH:19][CH:18]=2)=[O:16])[CH2:11][CH2:10]1.[ClH:35].C(OCC)(=O)C. (2) Given the product [Br:1][C:2]1[CH:7]=[C:6]([CH2:8][S:20][CH2:19][CH3:18])[CH:5]=[CH:4][C:3]=1[O:10][CH2:11][C:12]([F:15])([F:14])[F:13], predict the reactants needed to synthesize it. The reactants are: [Br:1][C:2]1[CH:7]=[C:6]([CH2:8]Cl)[CH:5]=[CH:4][C:3]=1[O:10][CH2:11][C:12]([F:15])([F:14])[F:13].[Na+].[I-].[CH3:18][CH2:19][SH:20].O. (3) The reactants are: Cl.[N+:2]([C:5]1[CH:10]=[CH:9][CH:8]=[CH:7][C:6]=1[S:11]([N:14]1[CH2:19][CH2:18][NH:17][CH2:16][C:15]1=[O:20])(=[O:13])=[O:12])([O-:4])=[O:3].[CH2:21]([O:28][C:29]([NH:31][C:32]1[N:40]=[CH:39][N:38]=[C:37]2[C:33]=1[N:34]=[CH:35][N:36]2[CH2:41][C:42](O)=[O:43])=[O:30])[C:22]1[CH:27]=[CH:26][CH:25]=[CH:24][CH:23]=1. Given the product [CH2:21]([O:28][C:29]([NH:31][C:32]1[N:40]=[CH:39][N:38]=[C:37]2[C:33]=1[N:34]=[CH:35][N:36]2[CH2:41][C:42]([N:17]1[CH2:18][CH2:19][N:14]([S:11]([C:6]2[CH:7]=[CH:8][CH:9]=[CH:10][C:5]=2[N+:2]([O-:4])=[O:3])(=[O:12])=[O:13])[C:15](=[O:20])[CH2:16]1)=[O:43])=[O:30])[C:22]1[CH:23]=[CH:24][CH:25]=[CH:26][CH:27]=1, predict the reactants needed to synthesize it. (4) Given the product [NH:25]1[C:26]2[C:22](=[CH:21][C:20]([O:19][C:2]3[C:7]([C:8]#[N:9])=[CH:6][N:5]=[C:4]4[S:10][C:11]([C:13]5[CH:18]=[CH:17][CH:16]=[CH:15][CH:14]=5)=[CH:12][C:3]=34)=[CH:28][CH:27]=2)[CH:23]=[CH:24]1, predict the reactants needed to synthesize it. The reactants are: Cl[C:2]1[C:7]([C:8]#[N:9])=[CH:6][N:5]=[C:4]2[S:10][C:11]([C:13]3[CH:18]=[CH:17][CH:16]=[CH:15][CH:14]=3)=[CH:12][C:3]=12.[OH:19][C:20]1[CH:21]=[C:22]2[C:26](=[CH:27][CH:28]=1)[NH:25][CH:24]=[CH:23]2.C(=O)([O-])[O-].[K+].[K+]. (5) Given the product [CH2:33]([O:35][C:36]([CH:38]1[CH2:43][CH2:42][CH2:41][N:40]([C:30]([C@@H:9]2[CH2:10][C@H:11]([NH:13][CH2:14][C:15]3[CH:20]=[CH:19][C:18]([F:21])=[CH:17][C:16]=3[F:22])[CH2:12][N:8]2[CH2:1][C:2]2[CH:7]=[CH:6][CH:5]=[CH:4][CH:3]=2)=[O:31])[CH2:39]1)=[O:37])[CH3:34], predict the reactants needed to synthesize it. The reactants are: [CH2:1]([N:8]1[CH2:12][CH:11]([N:13](C(OC(C)(C)C)=O)[CH2:14][C:15]2[CH:20]=[CH:19][C:18]([F:21])=[CH:17][C:16]=2[F:22])[CH2:10][CH:9]1[C:30](O)=[O:31])[C:2]1[CH:7]=[CH:6][CH:5]=[CH:4][CH:3]=1.[CH2:33]([O:35][C:36]([CH:38]1[CH2:43][CH2:42][CH2:41][NH:40][CH2:39]1)=[O:37])[CH3:34]. (6) Given the product [CH2:4]([C:5]1[C:18](=[O:19])[N:17]([CH3:20])[C:8]2[N:9]=[C:10]([NH:25][C:26]3([CH2:31][OH:32])[CH2:30][CH2:29][CH2:28][CH2:27]3)[N:11]=[CH:12][C:7]=2[CH:6]=1)[C:3]1[CH:21]=[CH:22][CH:23]=[CH:24][CH:2]=1, predict the reactants needed to synthesize it. The reactants are: F[C:2]1[CH:24]=[CH:23][CH:22]=[CH:21][C:3]=1[CH2:4][C:5]1[C:18](=[O:19])[N:17]([CH3:20])[C:8]2[N:9]=[C:10](S(C)(=O)=O)[N:11]=[CH:12][C:7]=2[CH:6]=1.[NH2:25][C:26]1([CH2:31][OH:32])[CH2:30][CH2:29][CH2:28][CH2:27]1. (7) Given the product [Br:25][C:5]1[C:6]([C:7]([NH:9][CH2:10][CH2:11][CH2:12][CH2:13][CH2:14][C:15]([O:17][CH3:18])=[O:16])=[O:8])=[C:2]([CH3:1])[O:3][C:4]=1[C:19]1[CH:20]=[CH:21][CH:22]=[CH:23][CH:24]=1, predict the reactants needed to synthesize it. The reactants are: [CH3:1][C:2]1[O:3][C:4]([C:19]2[CH:24]=[CH:23][CH:22]=[CH:21][CH:20]=2)=[CH:5][C:6]=1[C:7]([NH:9][CH2:10][CH2:11][CH2:12][CH2:13][CH2:14][C:15]([O:17][CH3:18])=[O:16])=[O:8].[Br:25]N1C(=O)CCC1=O. (8) Given the product [Br:6][C:7]1[CH:8]=[C:9]2[C:10](=[CH:11][CH:12]=1)[CH2:26][N:15]([S:16]([C:19]1[CH:20]=[CH:21][C:22]([CH3:25])=[CH:23][CH:24]=1)(=[O:18])=[O:17])[CH2:14][CH2:13]2, predict the reactants needed to synthesize it. The reactants are: S(=O)(=O)(O)O.[Br:6][C:7]1[CH:8]=[C:9]([CH2:13][CH2:14][NH:15][S:16]([C:19]2[CH:24]=[CH:23][C:22]([CH3:25])=[CH:21][CH:20]=2)(=[O:18])=[O:17])[CH:10]=[CH:11][CH:12]=1.[CH3:26]OCOC.C(Cl)Cl. (9) The reactants are: [O:1]1[CH2:5][CH2:4][CH:3]([CH:6]=O)[CH2:2]1.[O:8]=[C:9]([CH:11](P(=O)(OCC)OCC)[CH2:12][CH2:13][CH2:14][CH3:15])[CH3:10]. Given the product [O:1]1[CH2:5][CH2:4][CH:3](/[CH:6]=[C:11](\[CH2:12][CH2:13][CH2:14][CH3:15])/[C:9](=[O:8])[CH3:10])[CH2:2]1, predict the reactants needed to synthesize it. (10) The reactants are: C([S@@]([NH:7][C@@H:8]1[C:16]2[C:11](=[CH:12][CH:13]=[CH:14][C:15]=2[CH3:17])[CH2:10][C@H:9]1[C:18]([O:20][C:21]([CH3:24])([CH3:23])[CH3:22])=[O:19])=O)(C)(C)C.Cl.C(OCC)(=O)C. Given the product [NH2:7][C@@H:8]1[C:16]2[C:11](=[CH:12][CH:13]=[CH:14][C:15]=2[CH3:17])[CH2:10][C@H:9]1[C:18]([O:20][C:21]([CH3:24])([CH3:23])[CH3:22])=[O:19], predict the reactants needed to synthesize it.